From a dataset of Retrosynthesis with 50K atom-mapped reactions and 10 reaction types from USPTO. Predict the reactants needed to synthesize the given product. (1) Given the product O=C(O)c1cc(OCCc2ccc(Cl)cc2Cl)c2c(c1)OCO2, predict the reactants needed to synthesize it. The reactants are: CCOC(=O)c1cc(OCCc2ccc(Cl)cc2Cl)c2c(c1)OCO2. (2) Given the product CC1=C2[C@@H]3OCC(CN4CCN(Cc5ccccc5)CC4)C3(O)CC[C@@]2(C)CCC1, predict the reactants needed to synthesize it. The reactants are: CC1=C2[C@H](O)C(O)(C(CO)CN3CCN(Cc4ccccc4)CC3)CC[C@@]2(C)CCC1. (3) Given the product CCCCCCCCCCCCCCCCCCOc1ccc(OCc2ccccc2)c(C(=O)OC)c1, predict the reactants needed to synthesize it. The reactants are: BrCc1ccccc1.CCCCCCCCCCCCCCCCCCOc1ccc(O)c(C(=O)OC)c1. (4) Given the product COC(=O)c1c(NS(=O)(=O)c2ccc(F)cc2F)ccc2c1OCC1CC21, predict the reactants needed to synthesize it. The reactants are: COC(=O)c1c(N)ccc2c1OCC1CC21.O=S(=O)(Cl)c1ccc(F)cc1F. (5) The reactants are: COCCN1CCc2ccc(Nc3ncc4ccc(Br)n4n3)cc2CC1.OB(O)c1ccccc1. Given the product COCCN1CCc2ccc(Nc3ncc4ccc(-c5ccccc5)n4n3)cc2CC1, predict the reactants needed to synthesize it. (6) Given the product NNC(=O)c1cc(I)cc(I)c1, predict the reactants needed to synthesize it. The reactants are: COC(=O)c1cc(I)cc(I)c1.NN.